Dataset: Forward reaction prediction with 1.9M reactions from USPTO patents (1976-2016). Task: Predict the product of the given reaction. (1) Given the reactants [Br:1][C:2]1[CH:7]=[CH:6][C:5]([C:8]2[C:9]3[CH:24]=[C:23]([O:25][CH3:26])[CH:22]=[CH:21][C:10]=3[NH:11][C:12](=S)[C@H:13]([CH2:15][C:16]([O:18][CH3:19])=[O:17])[N:14]=2)=[CH:4][CH:3]=1.O.[NH2:28][NH2:29].[C:30](Cl)(=[O:32])[CH3:31], predict the reaction product. The product is: [C:30]([NH:28][N:29]=[C:12]1[NH:11][C:10]2[CH:21]=[CH:22][C:23]([O:25][CH3:26])=[CH:24][C:9]=2[C:8]([C:5]2[CH:6]=[CH:7][C:2]([Br:1])=[CH:3][CH:4]=2)=[N:14][C@H:13]1[CH2:15][C:16]([O:18][CH3:19])=[O:17])(=[O:32])[CH3:31]. (2) Given the reactants [Si:1]([O:8][CH2:9][C@@H:10]1[C@@H:14]([C:15]2[CH:20]=[CH:19][C:18]([CH2:21][O:22][Si:23]([C:26]([CH3:29])([CH3:28])[CH3:27])([CH3:25])[CH3:24])=[CH:17][CH:16]=2)[CH2:13][C:12](=O)[N:11]1[C:31]([O:33][C:34]([CH3:37])([CH3:36])[CH3:35])=[O:32])([C:4]([CH3:7])([CH3:6])[CH3:5])([CH3:3])[CH3:2].O.[OH-].[Na+].OO, predict the reaction product. The product is: [Si:1]([O:8][CH2:9][C@@H:10]1[C@@H:14]([C:15]2[CH:20]=[CH:19][C:18]([CH2:21][O:22][Si:23]([C:26]([CH3:28])([CH3:27])[CH3:29])([CH3:25])[CH3:24])=[CH:17][CH:16]=2)[CH2:13][CH2:12][N:11]1[C:31]([O:33][C:34]([CH3:37])([CH3:36])[CH3:35])=[O:32])([C:4]([CH3:7])([CH3:5])[CH3:6])([CH3:3])[CH3:2]. (3) Given the reactants II.C(OC(N[C@@H:11]([CH2:16]I)[C:12]([O:14][CH3:15])=[O:13])=O)(C)(C)C.BrC1[CH:24]=[CH:23][C:22]([C:25]2[S:26][CH:27]=[C:28]([C:30]3[CH:35]=[CH:34][C:33]([O:36][CH2:37][CH2:38][CH2:39][CH2:40][CH2:41][CH2:42][CH3:43])=[CH:32][CH:31]=3)[N:29]=2)=[CH:21][CH:20]=1.C1(P(C2CCCCC2)C2C=CC=CC=2C2C(OC)=CC=CC=2OC)CCCCC1, predict the reaction product. The product is: [C:12]([O:14][C:15]1[CH:24]=[CH:23][C:22]([C:25]2[S:26][CH:27]=[C:28]([C:30]3[CH:31]=[CH:32][C:33]([O:36][CH2:37][CH2:38][CH2:39][CH2:40][CH2:41][CH2:42][CH3:43])=[CH:34][CH:35]=3)[N:29]=2)=[CH:21][CH:20]=1)(=[O:13])[CH2:11][CH3:16]. (4) Given the reactants Cl[C:2]1[C:3]2[C:10]([CH3:11])=[C:9]([CH2:12][CH3:13])[NH:8][C:4]=2[N:5]=[CH:6][N:7]=1.[NH:14]1[C:18]2=[N:19][CH:20]=[C:21]([NH2:23])[CH:22]=[C:17]2[CH:16]=[N:15]1.Cl.C(O)C, predict the reaction product. The product is: [CH2:12]([C:9]1[NH:8][C:4]2[N:5]=[CH:6][N:7]=[C:2]([NH:23][C:21]3[CH:22]=[C:17]4[CH:16]=[N:15][NH:14][C:18]4=[N:19][CH:20]=3)[C:3]=2[C:10]=1[CH3:11])[CH3:13]. (5) Given the reactants [OH:1][CH2:2][C@@H:3]([CH3:8])[C:4]([O:6][CH3:7])=[O:5].ClC(Cl)(Cl)C(=N)O[CH2:13][C:14]1[CH:19]=[CH:18][CH:17]=[CH:16][CH:15]=1.OS(C(F)(F)F)(=O)=O.C([O-])(O)=O.[Na+], predict the reaction product. The product is: [CH3:7][O:6][C:4](=[O:5])[C@H:3]([CH3:8])[CH2:2][O:1][CH2:13][C:14]1[CH:19]=[CH:18][CH:17]=[CH:16][CH:15]=1. (6) Given the reactants [NH2:1][C:2]1[CH:6]=[CH:5][S:4][C:3]=1[C:7]([O:9]C)=O.[O:11]1[CH:15]=[CH:14][N:13]=[C:12]1[C:16]#[N:17].CC(C)([O-])C.[K+], predict the reaction product. The product is: [O:11]1[CH:15]=[CH:14][N:13]=[C:12]1[C:16]1[N:17]=[C:7]([OH:9])[C:3]2[S:4][CH:5]=[CH:6][C:2]=2[N:1]=1.